Dataset: Reaction yield outcomes from USPTO patents with 853,638 reactions. Task: Predict the reaction yield, written as a fraction of the theoretical maximum amount of product (1.0 means a 100% yield; for example, 0.34 means a 34% yield). (1) The reactants are [Cl:1][C:2]1[CH:7]=[CH:6][CH:5]=[C:4]([F:8])[C:3]=1[C:9]1[C:13]([C:14](O)=[O:15])=[C:12]([C:17]2[CH:18]=[N:19][N:20]([C:26]3[CH:27]=[N:28][CH:29]=[CH:30][CH:31]=3)[C:21]=2[C:22]([F:25])([F:24])[F:23])[O:11][N:10]=1.S(Cl)(Cl)=O.[CH3:36][S-:37].[Na+]. The catalyst is ClCCl. The product is [Cl:1][C:2]1[CH:7]=[CH:6][CH:5]=[C:4]([F:8])[C:3]=1[C:9]1[C:13]([C:14](=[O:15])[S:37][CH3:36])=[C:12]([C:17]2[CH:18]=[N:19][N:20]([C:26]3[CH:27]=[N:28][CH:29]=[CH:30][CH:31]=3)[C:21]=2[C:22]([F:25])([F:24])[F:23])[O:11][N:10]=1. The yield is 0.0900. (2) The reactants are [CH2:1]([O:3][C:4]1[CH:17]=[C:16]2[C:7]([C:8]([C:19]3[CH:20]=[N:21][C:22]([N:25]4[CH:29]=[CH:28][CH:27]=[N:26]4)=[CH:23][CH:24]=3)=[N:9][C@H:10]3[C@@H:15]2[CH2:14][C@H:13]([OH:18])[CH2:12][CH2:11]3)=[CH:6][C:5]=1[O:30][CH3:31])[CH3:2].[C:32]([OH:39])(=[O:38])/[CH:33]=[CH:34]/[C:35]([OH:37])=[O:36]. The catalyst is CC(C)=O.C(O)(C)C. The product is [C:32]([OH:39])(=[O:38])/[CH:33]=[CH:34]/[C:35]([OH:37])=[O:36].[CH2:1]([O:3][C:4]1[CH:17]=[C:16]2[C:7]([C:8]([C:19]3[CH:20]=[N:21][C:22]([N:25]4[CH:29]=[CH:28][CH:27]=[N:26]4)=[CH:23][CH:24]=3)=[N:9][C@H:10]3[C@@H:15]2[CH2:14][C@H:13]([OH:18])[CH2:12][CH2:11]3)=[CH:6][C:5]=1[O:30][CH3:31])[CH3:2]. The yield is 0.290. (3) The reactants are [Cl:1][CH2:2][C:3]([NH:5][NH:6][C:7](=[O:16])[C:8]1[CH:13]=[CH:12][CH:11]=[C:10]([C:14]#[N:15])[CH:9]=1)=O.O=P12OP3(OP(OP(O3)(O1)=O)(=O)O2)=O.CN(C=O)C.C([O-])([O-])=O.[K+].[K+]. The catalyst is C1(C)C=CC=CC=1. The product is [Cl:1][CH2:2][C:3]1[O:16][C:7]([C:8]2[CH:9]=[C:10]([CH:11]=[CH:12][CH:13]=2)[C:14]#[N:15])=[N:6][N:5]=1. The yield is 0.290.